From a dataset of Reaction yield outcomes from USPTO patents with 853,638 reactions. Predict the reaction yield, written as a fraction of the theoretical maximum amount of product (1.0 means a 100% yield; for example, 0.34 means a 34% yield). The reactants are [NH2:1][C:2]1[N:6]([CH2:7][CH3:8])[CH:5]=[N:4][C:3]=1[C:9]([O:11]CC)=O.[Cl:14]C1C=CC(N=C=S)=CC=1.[Cl:24][C:25]1[CH:30]=[CH:29][C:28]([NH:31][C:32](NC2C=CC(Cl)=CC=2)=[S:33])=[CH:27][CH:26]=1.NC(N)=S.C(N1C=C(C([O-])=O)N=C1)C. The catalyst is N1C=CC=CC=1.[OH-].[Na+]. The product is [ClH:14].[Cl:24][C:25]1[CH:30]=[CH:29][C:28]([N:31]2[C:9](=[O:11])[C:3]3[N:4]=[CH:5][N:6]([CH2:7][CH3:8])[C:2]=3[NH:1][C:32]2=[S:33])=[CH:27][CH:26]=1. The yield is 0.720.